Dataset: Full USPTO retrosynthesis dataset with 1.9M reactions from patents (1976-2016). Task: Predict the reactants needed to synthesize the given product. (1) Given the product [F:1][C:2]1[CH:7]=[CH:6][CH:5]=[CH:4][C:3]=1[C:8]1[CH2:17][C:16](=[O:18])[C:15]2[C:10](=[CH:11][CH:12]=[C:13]([OH:21])[C:14]=2[OH:19])[N:9]=1, predict the reactants needed to synthesize it. The reactants are: [F:1][C:2]1[CH:7]=[CH:6][CH:5]=[CH:4][C:3]=1[C:8]1[CH2:17][C:16](=[O:18])[C:15]2[C:10](=[CH:11][CH:12]=[C:13]3[O:21]C[O:19][C:14]3=2)[N:9]=1. (2) Given the product [OH:4][CH2:5][CH2:6][N:7]1[CH:11]=[C:10]([C:12]2[C:21]3[CH2:20][CH2:19][C@H:18]4[C@H:22]([CH3:27])[C:23](=[O:26])/[C:24](=[CH:35]\[OH:36])/[CH2:25][C@:17]4([C:28]4[CH:29]=[CH:30][CH:31]=[CH:32][CH:33]=4)[C:16]=3[N:15]=[C:14]([CH3:34])[N:13]=2)[CH:9]=[N:8]1, predict the reactants needed to synthesize it. The reactants are: C([O:4][CH2:5][CH2:6][N:7]1[CH:11]=[C:10]([C:12]2[C:21]3[CH2:20][CH2:19][C@H:18]4[C@H:22]([CH3:27])[C:23](=[O:26])[CH2:24][CH2:25][C@:17]4([C:28]4[CH:33]=[CH:32][CH:31]=[CH:30][CH:29]=4)[C:16]=3[N:15]=[C:14]([CH3:34])[N:13]=2)[CH:9]=[N:8]1)(=O)C.[CH:35](OCC)=[O:36].C[O-].[Na+]. (3) Given the product [CH:38]1([NH:37][C:36]([CH2:35][NH:34][C@@H:10]2[CH2:9][NH:8][CH2:12][C@H:11]2[CH2:13][N:14]([CH:31]([CH3:33])[CH3:32])[C:15](=[O:30])[C:16]2[CH:21]=[CH:20][C:19]([O:22][CH3:23])=[C:18]([O:24][CH2:25][CH2:26][CH2:27][O:28][CH3:29])[CH:17]=2)=[O:41])[CH2:40][CH2:39]1, predict the reactants needed to synthesize it. The reactants are: C(OC([N:8]1[CH2:12][C@@H:11]([CH2:13][N:14]([CH:31]([CH3:33])[CH3:32])[C:15](=[O:30])[C:16]2[CH:21]=[CH:20][C:19]([O:22][CH3:23])=[C:18]([O:24][CH2:25][CH2:26][CH2:27][O:28][CH3:29])[CH:17]=2)[C@H:10]([NH:34][CH2:35][C:36](=[O:41])[NH:37][CH:38]2[CH2:40][CH2:39]2)[CH2:9]1)=O)(C)(C)C.C(O)(C(F)(F)F)=O.C([O-])(O)=O.[Na+]. (4) The reactants are: [C:1]([NH:4][CH:5]1[CH2:10][CH2:9][NH:8][CH2:7][CH2:6]1)(=[O:3])[CH3:2].F[C:12]1[CH:19]=[CH:18][C:15]([CH:16]=[O:17])=[CH:14][CH:13]=1.C([O-])([O-])=O.[K+].[K+]. Given the product [CH:16]([C:15]1[CH:18]=[CH:19][C:12]([N:8]2[CH2:9][CH2:10][CH:5]([NH:4][C:1](=[O:3])[CH3:2])[CH2:6][CH2:7]2)=[CH:13][CH:14]=1)=[O:17], predict the reactants needed to synthesize it. (5) Given the product [ClH:1].[CH3:29][NH:30][S:31]([CH2:34][CH2:35][C:36]1[CH:37]=[CH:38][C:39]([NH:42][C:22]2[N:21]=[C:20]([N:18]([C:16]3[CH:15]=[CH:14][C:11]4[N:12]([CH3:13])[C:8]([NH:7][CH2:6][C:5]5[CH:27]=[CH:28][C:2]([Cl:1])=[CH:3][CH:4]=5)=[N:9][C:10]=4[CH:17]=3)[CH3:19])[CH:25]=[CH:24][N:23]=2)=[CH:40][CH:41]=1)(=[O:32])=[O:33], predict the reactants needed to synthesize it. The reactants are: [Cl:1][C:2]1[CH:28]=[CH:27][C:5]([CH2:6][NH:7][C:8]2[N:12]([CH3:13])[C:11]3[CH:14]=[CH:15][C:16]([N:18]([C:20]4[CH:25]=[CH:24][N:23]=[C:22](Cl)[N:21]=4)[CH3:19])=[CH:17][C:10]=3[N:9]=2)=[CH:4][CH:3]=1.[CH3:29][NH:30][S:31]([CH2:34][CH2:35][C:36]1[CH:41]=[CH:40][C:39]([NH2:42])=[CH:38][CH:37]=1)(=[O:33])=[O:32]. (6) The reactants are: O[CH2:2][C:3]1[N:4]=[CH:5][C:6]([C:9]([O:11][CH3:12])=[O:10])=[N:7][CH:8]=1.F.F.F.C(N(CC)CC)C.[F:23]C(F)(C(F)(F)F)C(F)(F)C(F)(F)S(F)(=O)=O.C([O-])(O)=O.[Na+]. Given the product [F:23][CH2:2][C:3]1[N:4]=[CH:5][C:6]([C:9]([O:11][CH3:12])=[O:10])=[N:7][CH:8]=1, predict the reactants needed to synthesize it. (7) Given the product [Br:1][C:2]1[C:3](=[O:35])[N:4]([CH2:19][C@@H:20]([C:29]2[CH:30]=[CH:31][CH:32]=[CH:33][CH:34]=2)[CH2:21][OH:22])[C:5](=[O:18])[N:6]([CH2:9][C:10]2[C:15]([F:16])=[CH:14][CH:13]=[CH:12][C:11]=2[F:17])[C:7]=1[CH3:8], predict the reactants needed to synthesize it. The reactants are: [Br:1][C:2]1[C:3](=[O:35])[N:4]([CH2:19][C@@H:20]([C:29]2[CH:34]=[CH:33][CH:32]=[CH:31][CH:30]=2)[CH2:21][O:22]C2CCCCO2)[C:5](=[O:18])[N:6]([CH2:9][C:10]2[C:15]([F:16])=[CH:14][CH:13]=[CH:12][C:11]=2[F:17])[C:7]=1[CH3:8].Cl. (8) Given the product [Cl:3][C:4]1[CH:9]=[C:8]([Cl:10])[CH:7]=[CH:6][C:5]=1[C:11]1[CH:16]=[CH:15][C:14]([NH:17][CH2:18][C:19]2[CH:24]=[C:23]([O:25][CH3:26])[CH:22]=[CH:21][C:20]=2[C:27]2[CH:28]=[CH:29][C:30]([C:33]([NH:35][CH2:36][CH2:37][C:38]([OH:40])=[O:39])=[O:34])=[N:31][CH:32]=2)=[CH:13][CH:12]=1, predict the reactants needed to synthesize it. The reactants are: [OH-].[Na+].[Cl:3][C:4]1[CH:9]=[C:8]([Cl:10])[CH:7]=[CH:6][C:5]=1[C:11]1[CH:16]=[CH:15][C:14]([NH:17][CH2:18][C:19]2[CH:24]=[C:23]([O:25][CH3:26])[CH:22]=[CH:21][C:20]=2[C:27]2[CH:28]=[CH:29][C:30]([C:33]([NH:35][CH2:36][CH2:37][C:38]([O:40]CC)=[O:39])=[O:34])=[N:31][CH:32]=2)=[CH:13][CH:12]=1.